Dataset: Forward reaction prediction with 1.9M reactions from USPTO patents (1976-2016). Task: Predict the product of the given reaction. (1) Given the reactants [Cl:1][C:2]1[CH:7]=[CH:6][C:5]([CH2:8][NH2:9])=[CH:4][C:3]=1[O:10][CH3:11].[CH2:12]([O:14][CH:15]([O:20][CH2:21][CH3:22])[C:16](=[NH:19])OC)[CH3:13], predict the reaction product. The product is: [Cl:1][C:2]1[CH:7]=[CH:6][C:5]([CH2:8][NH:9][C:16](=[NH:19])[CH:15]([O:20][CH2:21][CH3:22])[O:14][CH2:12][CH3:13])=[CH:4][C:3]=1[O:10][CH3:11]. (2) Given the reactants [OH:1][C:2]1[C:15]2[C:14](=[O:16])[C:13]3[CH:12]=[C:11]4[CH:17]=[CH:18][CH:19]=[CH:20][C:10]4=[CH:9][C:8]=3[NH:7][C:6]=2[CH:5]=[C:4]([OH:21])[CH:3]=1.C(=O)([O-])[O-].[K+].[K+].[I-].[K+].Cl[C:31]([CH3:35])([CH3:34])[C:32]#[CH:33], predict the reaction product. The product is: [OH:1][C:2]1[CH:3]=[C:4]2[O:21][C:31]([CH3:35])([CH3:34])[CH:32]=[CH:33][C:5]2=[C:6]2[C:15]=1[C:14](=[O:16])[C:13]1[CH:12]=[C:11]3[CH:17]=[CH:18][CH:19]=[CH:20][C:10]3=[CH:9][C:8]=1[NH:7]2. (3) Given the reactants C([N:9]1[C@H:16]2[C@H:12]([N:13]([C:17]([O:19][CH2:20][C:21]3[C:22]([CH3:31])=[N:23][C:24]([C:27]([F:30])([F:29])[F:28])=[CH:25][CH:26]=3)=[O:18])[CH2:14]C2)[C@@H](O)C1)(=O)C1C=CC=CC=1.C(N1C=CN=C1)(N1C=CN=C1)=O.CC1C(CO)=CC=C(C(F)(F)F)N=1, predict the reaction product. The product is: [N:13]1([C:17]([O:19][CH2:20][C:21]2[C:22]([CH3:31])=[N:23][C:24]([C:27]([F:30])([F:29])[F:28])=[CH:25][CH:26]=2)=[O:18])[CH:12]=[CH:16][N:9]=[CH:14]1. (4) Given the reactants C1(C)C=CC=CC=1.[OH:8][CH2:9][CH2:10][CH2:11][N:12]1[C:17](=O)[CH:16]2[CH:14]([CH2:15]2)[C:13]1=O.O, predict the reaction product. The product is: [CH:14]12[CH2:15][CH:16]1[CH2:17][N:12]([CH2:11][CH2:10][CH2:9][OH:8])[CH2:13]2.